From a dataset of Full USPTO retrosynthesis dataset with 1.9M reactions from patents (1976-2016). Predict the reactants needed to synthesize the given product. Given the product [N:23]1[C:1]2[C:7](=[CH:8][CH:9]=[C:11]3[CH:12]=[CH:13][CH:14]=[CH:15][C:16]3=2)[CH:32]=[N:24][CH:22]=1, predict the reactants needed to synthesize it. The reactants are: [C:1]1([CH:7]=[CH:8][C:9]([C:11]2[CH:16]=[CH:15][CH:14]=[CH:13][CH:12]=2)=O)C=CC=CC=1.Cl.ClC1C=C(C=C(Cl)C=1)[C:22]([NH2:24])=[NH:23].[OH-].[Na+].Cl[C:32]1C(=O)C(C#N)=C(C#N)C(=O)C=1Cl.